Dataset: Full USPTO retrosynthesis dataset with 1.9M reactions from patents (1976-2016). Task: Predict the reactants needed to synthesize the given product. (1) Given the product [Cl:27][C:28]1[CH:33]=[C:32]([F:34])[CH:31]=[CH:30][C:29]=1[CH2:35][C:36]([NH:39][CH2:21][CH:20]([C:11]1[C:12]2[O:17][CH2:16][C:15](=[O:18])[NH:14][C:13]=2[CH:19]=[C:9]([OH:8])[CH:10]=1)[OH:26])([CH3:37])[CH3:38], predict the reactants needed to synthesize it. The reactants are: C([O:8][C:9]1[CH:10]=[C:11]([C:20](=[O:26])[CH:21](OCC)O)[C:12]2[O:17][CH2:16][C:15](=[O:18])[NH:14][C:13]=2[CH:19]=1)C1C=CC=CC=1.[Cl:27][C:28]1[CH:33]=[C:32]([F:34])[CH:31]=[CH:30][C:29]=1[CH2:35][C:36]([NH2:39])([CH3:38])[CH3:37].[BH4-].[Li+]. (2) Given the product [CH:19]1([C:18]2[NH:14][N:15]=[C:16]([NH:22][C:23]3[C:28](/[CH:29]=[CH:30]/[CH2:31][OH:32])=[CH:27][N:26]=[C:25]([C:35]4[CH:36]=[CH:37][CH:38]=[CH:39][CH:40]=4)[N:24]=3)[CH:17]=2)[CH2:21][CH2:20]1, predict the reactants needed to synthesize it. The reactants are: [H-].C([Al+]CC(C)C)C(C)C.C([N:14]1[C:18]([CH:19]2[CH2:21][CH2:20]2)=[CH:17][C:16]([NH:22][C:23]2[C:28](/[CH:29]=[CH:30]/[C:31](OC)=[O:32])=[CH:27][N:26]=[C:25]([C:35]3[CH:40]=[CH:39][CH:38]=[CH:37][CH:36]=3)[N:24]=2)=[N:15]1)(=O)C.[H-].[OH-].[Na+]. (3) Given the product [CH3:22][O:21][C:17]1[CH:16]=[C:15]([C:10]2[C:9](=[O:23])[O:13][CH2:12][C:11]=2[CH3:14])[CH:20]=[CH:19][CH:18]=1, predict the reactants needed to synthesize it. The reactants are: FC1C=CC=CC=1C1[C:9](=[O:23])[C:10]([C:15]2[CH:20]=[CH:19][CH:18]=[C:17]([O:21][CH3:22])[CH:16]=2)=[C:11]([CH3:14])[C:12]=1[OH:13].OCCNN. (4) Given the product [C:1]([O:9][C:10]1[CH:15]=[CH:14][C:13]([CH3:16])=[C:12]([CH3:17])[C:11]=1[C:18]1[C:23]([O:24][C:30]([O:32][CH2:33][CH3:34])=[O:31])=[CH:22][CH:21]=[C:20]([CH3:25])[C:19]=1[CH3:26])(=[O:8])[C:2]1[CH:7]=[CH:6][CH:5]=[CH:4][CH:3]=1, predict the reactants needed to synthesize it. The reactants are: [C:1]([O:9][C:10]1[CH:15]=[CH:14][C:13]([CH3:16])=[C:12]([CH3:17])[C:11]=1[C:18]1[C:23]([OH:24])=[CH:22][CH:21]=[C:20]([CH3:25])[C:19]=1[CH3:26])(=[O:8])[C:2]1[CH:7]=[CH:6][CH:5]=[CH:4][CH:3]=1.[H-].[Na+].Cl[C:30]([O:32][CH2:33][CH3:34])=[O:31]. (5) Given the product [CH2:26]([O:25][C:23]([CH:22]1[CH2:28][CH2:29][N:19]([C:2]2[CH:18]=[CH:17][C:5]([C:6](=[O:7])[NH:8][C:9]3[CH:14]=[CH:13][C:12]([I:15])=[C:11]([CH3:16])[CH:10]=3)=[CH:4][N:3]=2)[CH2:20][CH2:21]1)=[O:24])[CH3:27], predict the reactants needed to synthesize it. The reactants are: Cl[C:2]1[CH:18]=[CH:17][C:5]([C:6]([NH:8][C:9]2[CH:14]=[CH:13][C:12]([I:15])=[C:11]([CH3:16])[CH:10]=2)=[O:7])=[CH:4][N:3]=1.[NH:19]1[CH2:29][CH2:28][CH:22]([C:23]([O:25][CH2:26][CH3:27])=[O:24])[CH2:21][CH2:20]1.C(N(C(C)C)CC)(C)C.CCOC(C)=O.